This data is from Full USPTO retrosynthesis dataset with 1.9M reactions from patents (1976-2016). The task is: Predict the reactants needed to synthesize the given product. (1) Given the product [Cl:1][C:2]1[CH:7]=[CH:6][C:5]([S:8]([N:11]([C:15]2[C:16]([C:22](=[O:23])[C:24]3[CH:29]=[C:28]([N+:30]([O-:32])=[O:31])[CH:27]=[CH:26][C:25]=3[Cl:33])=[N:17][CH:18]=[C:19]([CH3:21])[CH:20]=2)[CH2:12][O:13][CH3:14])(=[O:9])=[O:10])=[CH:4][C:3]=1[C:34]([F:35])([F:37])[F:36], predict the reactants needed to synthesize it. The reactants are: [Cl:1][C:2]1[CH:7]=[CH:6][C:5]([S:8]([N:11]([C:15]2[C:16]([CH:22]([C:24]3[CH:29]=[C:28]([N+:30]([O-:32])=[O:31])[CH:27]=[CH:26][C:25]=3[Cl:33])[OH:23])=[N:17][CH:18]=[C:19]([CH3:21])[CH:20]=2)[CH2:12][O:13][CH3:14])(=[O:10])=[O:9])=[CH:4][C:3]=1[C:34]([F:37])([F:36])[F:35].CC(OI1(OC(C)=O)(OC(C)=O)OC(=O)C2C=CC=CC1=2)=O.[O-]S([O-])(=S)=O.[Na+].[Na+].C([O-])(O)=O.[Na+]. (2) The reactants are: C(Cl)(=O)C(Cl)=O.CS(C)=O.[CH3:11][C:12]1([CH3:23])[CH2:16][C:15]2[C:17]([CH2:21][OH:22])=[CH:18][CH:19]=[CH:20][C:14]=2[O:13]1.C(N(CC)CC)C. Given the product [CH3:11][C:12]1([CH3:23])[CH2:16][C:15]2=[C:17]([CH:21]=[O:22])[CH:18]=[CH:19][CH:20]=[C:14]2[O:13]1, predict the reactants needed to synthesize it. (3) Given the product [CH3:14][O:15][C:16]1[CH:17]=[CH:18][C:19]([CH2:22][N:23]([C:24]2[CH:25]=[CH:26][C:27]([O:30][CH3:31])=[CH:28][CH:29]=2)[C:11]([CH:1]2[C:10]3[C:5](=[CH:6][CH:7]=[CH:8][CH:9]=3)[CH2:4][CH2:3][CH2:2]2)=[O:13])=[CH:20][CH:21]=1, predict the reactants needed to synthesize it. The reactants are: [CH:1]1([C:11]([OH:13])=O)[C:10]2[C:5](=[CH:6][CH:7]=[CH:8][CH:9]=2)[CH2:4][CH2:3][CH2:2]1.[CH3:14][O:15][C:16]1[CH:21]=[CH:20][C:19]([CH2:22][NH:23][C:24]2[CH:29]=[CH:28][C:27]([O:30][CH3:31])=[CH:26][CH:25]=2)=[CH:18][CH:17]=1. (4) The reactants are: [O:1]1[CH:5]=[CH:4][N:3]=[CH:2]1.[Li]CCCC.[C:11]([O:15][C:16]([N:18]1[CH2:23][CH2:22][CH:21]([CH2:24][CH2:25][CH2:26][C:27](Cl)=[O:28])[CH2:20][CH2:19]1)=[O:17])([CH3:14])([CH3:13])[CH3:12]. Given the product [C:11]([O:15][C:16]([N:18]1[CH2:23][CH2:22][CH:21]([CH2:24][CH2:25][CH2:26][C:27]([C:2]2[O:1][CH:5]=[CH:4][N:3]=2)=[O:28])[CH2:20][CH2:19]1)=[O:17])([CH3:14])([CH3:13])[CH3:12], predict the reactants needed to synthesize it.